This data is from Full USPTO retrosynthesis dataset with 1.9M reactions from patents (1976-2016). The task is: Predict the reactants needed to synthesize the given product. (1) Given the product [NH2:19][C:17]1[N:18]=[C:13]([C:7]2[C:8]3[CH2:12][CH2:11][CH2:10][C:9]=3[N:5]([CH2:4][C:3]3[CH:23]=[CH:24][CH:25]=[CH:26][C:2]=3[F:1])[N:6]=2)[N:14]=[C:15]([NH:22][C:34](=[O:36])[CH3:35])[C:16]=1[O:20][CH3:21], predict the reactants needed to synthesize it. The reactants are: [F:1][C:2]1[CH:26]=[CH:25][CH:24]=[CH:23][C:3]=1[CH2:4][N:5]1[C:9]2[CH2:10][CH2:11][CH2:12][C:8]=2[C:7]([C:13]2[N:18]=[C:17]([NH2:19])[C:16]([O:20][CH3:21])=[C:15]([NH2:22])[N:14]=2)=[N:6]1.C(N(CC)CC)C.[C:34](OC(=O)C)(=[O:36])[CH3:35]. (2) Given the product [OH:1][CH2:2][C:3]1[CH:12]=[CH:11][CH:10]=[C:9]2[C:4]=1[C:5](=[O:25])[N:6]([C:14]1[CH:15]=[C:16]([CH:22]=[CH:23][CH:24]=1)[C:17]([OH:19])=[O:18])[C:7](=[O:13])[NH:8]2, predict the reactants needed to synthesize it. The reactants are: [OH:1][CH2:2][C:3]1[CH:12]=[CH:11][CH:10]=[C:9]2[C:4]=1[C:5](=[O:25])[N:6]([C:14]1[CH:15]=[C:16]([CH:22]=[CH:23][CH:24]=1)[C:17]([O:19]CC)=[O:18])[C:7](=[O:13])[NH:8]2.[OH-].[Na+].Cl. (3) Given the product [Cl:27][C:20]1[CH:21]=[C:22]([Cl:26])[CH:23]=[C:24]([Cl:25])[C:19]=1[C:18]1[C:12]2[O:11][CH:10]([CH2:8][NH:9][C:38](=[O:39])[O:40][CH2:41][C:42]3[CH:47]=[CH:46][CH:45]=[CH:44][CH:43]=3)[CH2:14][C:13]=2[CH:15]=[CH:16][CH:17]=1, predict the reactants needed to synthesize it. The reactants are: C([CH:8]([CH:10]1[CH2:14][C:13]2[CH:15]=[CH:16][CH:17]=[C:18]([C:19]3[C:24]([Cl:25])=[CH:23][C:22]([Cl:26])=[CH:21][C:20]=3[Cl:27])[C:12]=2[O:11]1)[NH2:9])C1C=CC=CC=1.C(N(C(C)C)CC)(C)C.Cl[C:38]([O:40][CH2:41][C:42]1[CH:47]=[CH:46][CH:45]=[CH:44][CH:43]=1)=[O:39]. (4) Given the product [CH3:22][N:12]1[C:13]2[C:18](=[CH:17][C:16]([CH2:26][CH2:27][C:28]3[CH:33]=[CH:32][CH:31]=[CH:30][CH:29]=3)=[CH:15][C:14]=2[C:20]#[N:21])[C@@H:10]2[CH2:9][NH:8][CH2:24][CH2:23][C@H:11]12, predict the reactants needed to synthesize it. The reactants are: C(OC([N:8]1[CH2:24][CH2:23][C@@H:11]2[N:12]([CH3:22])[C:13]3[C:14]([C:20]#[N:21])=[CH:15][C:16](Br)=[CH:17][C:18]=3[C@@H:10]2[CH2:9]1)=O)(C)(C)C.[Br-].[CH2:26]([Zn+])[CH2:27][C:28]1[CH:33]=[CH:32][CH:31]=[CH:30][CH:29]=1. (5) The reactants are: C1(C)C=CC(S(O)(=O)=O)=CC=1.[C:12]([C:16]1[CH:20]=[C:19]([NH:21][C:22]([NH:24][CH2:25][C:26]2[CH:31]=[CH:30][CH:29]=[CH:28][C:27]=2[CH2:32][O:33][C:34]2[CH:39]=[C:38]([CH3:40])[N:37]([CH2:41][C:42]3[CH:47]=[CH:46][C:45]([O:48][CH3:49])=[CH:44][CH:43]=3)[C:36](=[O:50])[C:35]=2[Cl:51])=[O:23])[N:18]([C:52]2[CH:57]=[CH:56][CH:55]=[C:54]([O:58][CH2:59][CH2:60][O:61]C3CCCCO3)[CH:53]=2)[N:17]=1)([CH3:15])([CH3:14])[CH3:13]. Given the product [C:12]([C:16]1[CH:20]=[C:19]([NH:21][C:22]([NH:24][CH2:25][C:26]2[CH:31]=[CH:30][CH:29]=[CH:28][C:27]=2[CH2:32][O:33][C:34]2[CH:39]=[C:38]([CH3:40])[N:37]([CH2:41][C:42]3[CH:43]=[CH:44][C:45]([O:48][CH3:49])=[CH:46][CH:47]=3)[C:36](=[O:50])[C:35]=2[Cl:51])=[O:23])[N:18]([C:52]2[CH:57]=[CH:56][CH:55]=[C:54]([O:58][CH2:59][CH2:60][OH:61])[CH:53]=2)[N:17]=1)([CH3:13])([CH3:14])[CH3:15], predict the reactants needed to synthesize it. (6) The reactants are: C([O:3][C:4](=[O:35])[CH:5]([C:9]1[C:14]([F:15])=[CH:13][C:12]([O:16][Si](C(C)(C)C)(C2C=CC=CC=2)C2C=CC=CC=2)=[CH:11][C:10]=1[F:34])[O:6][CH2:7][CH3:8])C.C1COCC1.CO.O[Li].O. Given the product [F:15][C:14]1[CH:13]=[C:12]([OH:16])[CH:11]=[C:10]([F:34])[C:9]=1[CH:5]([O:6][CH2:7][CH3:8])[C:4]([OH:35])=[O:3], predict the reactants needed to synthesize it.